Predict the reaction yield, written as a fraction of the theoretical maximum amount of product (1.0 means a 100% yield; for example, 0.34 means a 34% yield). From a dataset of Reaction yield outcomes from USPTO patents with 853,638 reactions. (1) The reactants are [C:1]([C:5]1[CH:6]=[C:7]([CH:10]=[C:11]([C:17]([CH3:20])([CH3:19])[CH3:18])[C:12]=1[O:13][CH2:14][O:15][CH3:16])[CH:8]=O)([CH3:4])([CH3:3])[CH3:2].[C:21]([NH:25][OH:26])([CH3:24])([CH3:23])[CH3:22]. The catalyst is C1C=CC=CC=1. The product is [CH3:16][O:15][CH2:14][O:13][C:12]1[C:11]([C:17]([CH3:18])([CH3:20])[CH3:19])=[CH:10][C:7]([CH:8]=[N+:25]([C:21]([CH3:24])([CH3:23])[CH3:22])[O-:26])=[CH:6][C:5]=1[C:1]([CH3:2])([CH3:3])[CH3:4]. The yield is 0.690. (2) The reactants are [Cl:1][C:2]1[CH:7]=[C:6]([Cl:8])[CH:5]=[CH:4][C:3]=1[N:9]1[C:13]([C:14]2[CH:19]=[CH:18][C:17]([N:20]([CH3:22])[CH3:21])=[CH:16][CH:15]=2)=[C:12]([CH3:23])[C:11]([C:24]([O:26]CC)=[O:25])=[N:10]1.[OH-].[Li+].O. The catalyst is O1CCCC1. The product is [Cl:1][C:2]1[CH:7]=[C:6]([Cl:8])[CH:5]=[CH:4][C:3]=1[N:9]1[C:13]([C:14]2[CH:15]=[CH:16][C:17]([N:20]([CH3:22])[CH3:21])=[CH:18][CH:19]=2)=[C:12]([CH3:23])[C:11]([C:24]([OH:26])=[O:25])=[N:10]1. The yield is 0.390.